This data is from Full USPTO retrosynthesis dataset with 1.9M reactions from patents (1976-2016). The task is: Predict the reactants needed to synthesize the given product. (1) Given the product [Cl:1][C:2]1[CH:10]=[C:9]([S:11]([CH3:14])(=[O:13])=[O:12])[CH:8]=[CH:7][C:3]=1[C:4]([NH2:35])=[O:5], predict the reactants needed to synthesize it. The reactants are: [Cl:1][C:2]1[CH:10]=[C:9]([S:11]([CH3:14])(=[O:13])=[O:12])[CH:8]=[CH:7][C:3]=1[C:4](O)=[O:5].C(OC(OC(C)(C)C)=O)(OC(C)(C)C)=O.C(=O)(O)[O-].[NH4+].[N:35]1C=CC=CC=1. (2) Given the product [C:11]([N:14]1[C:23]2[C:18](=[CH:19][C:20]([NH:24][C:25]([CH2:27][C:28]([N:3]([CH2:1][CH3:2])[CH2:4][C:5]3[CH:10]=[CH:9][CH:8]=[CH:7][CH:6]=3)=[O:30])=[O:26])=[CH:21][CH:22]=2)[C:17]([C:32]2[CH:33]=[CH:34][CH:35]=[CH:36][CH:37]=2)([CH3:31])[CH2:16][C:15]1([CH3:38])[CH3:39])(=[O:13])[CH3:12], predict the reactants needed to synthesize it. The reactants are: [CH2:1]([NH:3][CH2:4][C:5]1[CH:10]=[CH:9][CH:8]=[CH:7][CH:6]=1)[CH3:2].[C:11]([N:14]1[C:23]2[C:18](=[CH:19][C:20]([NH:24][C:25]([CH2:27][C:28]([OH:30])=O)=[O:26])=[CH:21][CH:22]=2)[C:17]([C:32]2[CH:37]=[CH:36][CH:35]=[CH:34][CH:33]=2)([CH3:31])[CH2:16][C:15]1([CH3:39])[CH3:38])(=[O:13])[CH3:12].CN(C(ON1N=NC2C=CC=NC1=2)=[N+](C)C)C.F[P-](F)(F)(F)(F)F.C(N(CC)C(C)C)(C)C. (3) Given the product [ClH:1].[NH2:2][C@@H:3]([C@@H:19]([C:24]1[CH:25]=[C:26]([F:31])[CH:27]=[C:28]([F:30])[CH:29]=1)[C:20]([F:21])([F:22])[F:23])[CH2:4][OH:5], predict the reactants needed to synthesize it. The reactants are: [ClH:1].[NH2:2][C@@H:3]([C@@H:19]([C:24]1[CH:29]=[C:28]([F:30])[CH:27]=[C:26]([F:31])[CH:25]=1)[C:20]([F:23])([F:22])[F:21])[C:4](N1[C@@H](CC2C=CC=CC=2)COC1=O)=[O:5].[Li+].[BH4-].Cl. (4) The reactants are: [Cl:1][C:2]1[CH:7]=[CH:6][CH:5]=[CH:4][C:3]=1[N:8]1[C:12]([S:13][C:14]2[CH:15]=[N:16][CH:17]=[C:18]([F:20])[CH:19]=2)=[CH:11][C:10]([CH2:21][OH:22])=[N:9]1. Given the product [Cl:1][C:2]1[CH:7]=[CH:6][CH:5]=[CH:4][C:3]=1[N:8]1[C:12]([S:13][C:14]2[CH:15]=[N:16][CH:17]=[C:18]([F:20])[CH:19]=2)=[CH:11][C:10]([CH:21]=[O:22])=[N:9]1, predict the reactants needed to synthesize it. (5) Given the product [Cl:13][C:3]1[C:4]2[N:8]=[C:7]([CH2:9][CH3:10])[NH:6][C:5]=2[CH:11]=[CH:12][C:2]=1[C:14]#[N:15], predict the reactants needed to synthesize it. The reactants are: Br[C:2]1[CH:12]=[CH:11][C:5]2[NH:6][C:7]([CH2:9][CH3:10])=[N:8][C:4]=2[C:3]=1[Cl:13].[C:14]([Cu])#[N:15]. (6) Given the product [CH3:27][CH:26]([S:29]([N:23]1[CH2:24][CH2:25][CH:20]([C:11]2[C:10]3[C:14](=[C:15]([C:17]([NH2:19])=[O:18])[CH:16]=[C:8]([C:2]4[CH:3]=[CH:4][CH:5]=[CH:6][CH:7]=4)[CH:9]=3)[NH:13][N:12]=2)[CH2:21][CH2:22]1)(=[O:31])=[O:30])[CH3:28], predict the reactants needed to synthesize it. The reactants are: Cl.[C:2]1([C:8]2[CH:9]=[C:10]3[C:14](=[C:15]([C:17]([NH2:19])=[O:18])[CH:16]=2)[NH:13][N:12]=[C:11]3[CH:20]2[CH2:25][CH2:24][NH:23][CH2:22][CH2:21]2)[CH:7]=[CH:6][CH:5]=[CH:4][CH:3]=1.[CH:26]([S:29](Cl)(=[O:31])=[O:30])([CH3:28])[CH3:27].C(N(CC)CC)C. (7) Given the product [C:16]([C:12]1[CH:13]=[C:14]2[C:9](=[CH:10][CH:11]=1)[N:8]=[CH:7][C:6]([C:4]([OH:5])=[O:3])=[CH:15]2)#[N:17], predict the reactants needed to synthesize it. The reactants are: C([O:3][C:4]([C:6]1[CH:7]=[N:8][C:9]2[C:14]([CH:15]=1)=[CH:13][C:12]([C:16]#[N:17])=[CH:11][CH:10]=2)=[O:5])C.[Li+].[OH-].Cl. (8) Given the product [CH3:1][C:2]1[C:15]2[N:14]([S:25]([C:22]3[CH:23]=[CH:24][C:19]([CH3:29])=[CH:20][CH:21]=3)(=[O:27])=[O:26])[S:13](=[O:17])(=[O:16])[C:12]3[C:7](=[CH:8][CH:9]=[CH:10][CH:11]=3)[C:6]=2[C:5]([CH3:18])=[CH:4][CH:3]=1, predict the reactants needed to synthesize it. The reactants are: [CH3:1][C:2]1[C:15]2[NH:14][S:13](=[O:17])(=[O:16])[C:12]3[C:7](=[CH:8][CH:9]=[CH:10][CH:11]=3)[C:6]=2[C:5]([CH3:18])=[CH:4][CH:3]=1.[C:19]1([CH3:29])[CH:24]=[CH:23][C:22]([S:25](Cl)(=[O:27])=[O:26])=[CH:21][CH:20]=1.Cl.